This data is from Reaction yield outcomes from USPTO patents with 853,638 reactions. The task is: Predict the reaction yield, written as a fraction of the theoretical maximum amount of product (1.0 means a 100% yield; for example, 0.34 means a 34% yield). The reactants are [CH3:1][O:2][C:3]1[CH:8]=[CH:7][C:6]([N:9]2[CH2:14][CH2:13][N:12](C(OC(C)(C)C)=O)[CH2:11][CH2:10]2)=[CH:5][CH:4]=1.C(=O)(O)[O-].[Na+]. The catalyst is ClCCl.FC(F)(F)C(O)=O. The product is [CH3:1][O:2][C:3]1[CH:4]=[CH:5][C:6]([N:9]2[CH2:14][CH2:13][NH:12][CH2:11][CH2:10]2)=[CH:7][CH:8]=1. The yield is 0.650.